Task: Binary Classification. Given a T-cell receptor sequence (or CDR3 region) and an epitope sequence, predict whether binding occurs between them.. Dataset: TCR-epitope binding with 47,182 pairs between 192 epitopes and 23,139 TCRs (1) Result: 1 (the TCR binds to the epitope). The epitope is KAYNVTQAF. The TCR CDR3 sequence is CASSYGQEAFF. (2) The epitope is YSEHPTFTSQY. The TCR CDR3 sequence is CASSSPLLSSDTQYF. Result: 1 (the TCR binds to the epitope).